Dataset: Full USPTO retrosynthesis dataset with 1.9M reactions from patents (1976-2016). Task: Predict the reactants needed to synthesize the given product. Given the product [NH2:1][C:4]1[CH:5]=[C:6]([CH2:10][C:11]([NH:13][CH:14]2[CH2:17][O:16][CH2:15]2)=[O:12])[CH:7]=[CH:8][CH:9]=1, predict the reactants needed to synthesize it. The reactants are: [N+:1]([C:4]1[CH:5]=[C:6]([CH2:10][C:11]([NH:13][CH:14]2[CH2:17][O:16][CH2:15]2)=[O:12])[CH:7]=[CH:8][CH:9]=1)([O-])=O.